From a dataset of Catalyst prediction with 721,799 reactions and 888 catalyst types from USPTO. Predict which catalyst facilitates the given reaction. (1) Reactant: [F:1][C:2]([F:16])([F:15])[C:3]1[C:4]2[O:14][CH2:13][O:12][C:5]=2[CH:6]=[C:7]([CH:11]=1)[C:8]([OH:10])=O.[CH2:17]([NH2:21])[CH:18]([CH3:20])[CH3:19].C(N(CC)CC)C.CN(C(ON1N=NC2C=CC=CC1=2)=[N+](C)C)C.F[P-](F)(F)(F)(F)F. Product: [CH2:17]([NH:21][C:8](=[O:10])[C:7]1[CH:11]=[C:3]([C:2]([F:1])([F:16])[F:15])[C:4]2[O:14][CH2:13][O:12][C:5]=2[CH:6]=1)[CH:18]([CH3:20])[CH3:19]. The catalyst class is: 229. (2) Reactant: O.[NH:2]1[CH2:7][CH2:6][CH:5]([C:8]([OH:10])=[O:9])[CH2:4][CH2:3]1.C(=O)(O)[O-].[Na+].[C:16](Cl)([O:18][CH2:19][C:20]1[CH:25]=[CH:24][CH:23]=[CH:22][CH:21]=1)=[O:17]. Product: [CH2:19]([O:18][C:16]([N:2]1[CH2:7][CH2:6][CH:5]([C:8]([OH:10])=[O:9])[CH2:4][CH2:3]1)=[O:17])[C:20]1[CH:25]=[CH:24][CH:23]=[CH:22][CH:21]=1. The catalyst class is: 1. (3) Reactant: C[O:2][C:3]([C:5]1[N:6]([C:14]2[CH:19]=[CH:18][C:17]([CH3:20])=[CH:16][CH:15]=2)[N:7]=[C:8]([Si:10]([CH3:13])([CH3:12])[CH3:11])[CH:9]=1)=[O:4].[OH-].[Na+]. Product: [C:17]1([CH3:20])[CH:16]=[CH:15][C:14]([N:6]2[C:5]([C:3]([OH:4])=[O:2])=[CH:9][C:8]([Si:10]([CH3:13])([CH3:12])[CH3:11])=[N:7]2)=[CH:19][CH:18]=1. The catalyst class is: 5. (4) Reactant: [CH:1]1([NH2:7])[CH2:6][CH2:5][CH2:4][CH2:3]C1.C(=O)(O)[O-].[Na+].[C:13]([C:17]1[CH:22]=[CH:21][C:20]([CH:23](Cl)[C:24]2[N:29]=[C:28]([O:30][CH3:31])[C:27]([Cl:32])=[CH:26][CH:25]=2)=[CH:19][CH:18]=1)([CH3:16])([CH3:15])[CH3:14].O. Product: [C:13]([C:17]1[CH:22]=[CH:21][C:20]([CH:23]([C:24]2[CH:25]=[CH:26][C:27]([Cl:32])=[C:28]([O:30][CH3:31])[N:29]=2)[NH:7][CH:1]2[CH2:3][CH2:4][CH2:5][CH2:6]2)=[CH:19][CH:18]=1)([CH3:16])([CH3:15])[CH3:14]. The catalyst class is: 10. (5) Reactant: [Br:1][C:2]1[CH:9]=[CH:8][C:7]([OH:10])=[CH:6][C:3]=1[CH:4]=[O:5].[CH2:11]1C[O:14][CH2:13][CH2:12]1.C(O)CCO.CC1C=CC(S(O)(=O)=O)=CC=1. Product: [Br:1][C:2]1[CH:9]=[CH:8][C:7]([OH:10])=[CH:6][C:3]=1[CH:4]1[O:14][CH2:13][CH2:12][CH2:11][O:5]1. The catalyst class is: 48. (6) Reactant: [H-].[Na+].[Br:3][C:4]1[CH:5]=[CH:6][C:7]([OH:11])=[N:8][C:9]=1[CH3:10].CC1C=CC(S(O[CH2:23][CH2:24][C:25]([OH:28])([CH3:27])[CH3:26])(=O)=O)=CC=1.[Cl-].[NH4+]. Product: [Br:3][C:4]1[CH:5]=[CH:6][C:7]([O:11][CH2:23][CH2:24][C:25]([CH3:27])([OH:28])[CH3:26])=[N:8][C:9]=1[CH3:10]. The catalyst class is: 9. (7) Reactant: Br[C:2]1[C:7]2[O:8][C:9]3[CH:14]=[CH:13][CH:12]=[CH:11][C:10]=3[C:6]=2[CH:5]=[CH:4][CH:3]=1.[NH:15]1[CH:19]=[CH:18][N:17]=[CH:16]1.C(=O)([O-])[O-].[K+].[K+]. Product: [CH:5]1[C:6]2[C:10]3[CH:11]=[CH:12][CH:13]=[CH:14][C:9]=3[O:8][C:7]=2[C:2]([N:15]2[CH:19]=[CH:18][N:17]=[CH:16]2)=[CH:3][CH:4]=1. The catalyst class is: 590.